Predict the reaction yield, written as a fraction of the theoretical maximum amount of product (1.0 means a 100% yield; for example, 0.34 means a 34% yield). From a dataset of Reaction yield outcomes from USPTO patents with 853,638 reactions. (1) The reactants are [Cl:1][C:2]1[CH:7]=[CH:6][C:5]([C:8]2([C:12]3[C:21]4[C:16](=[CH:17][CH:18]=[C:19]([NH2:22])[CH:20]=4)[CH2:15][CH2:14][N:13]=3)[CH2:11][CH2:10][CH2:9]2)=[CH:4][CH:3]=1. The catalyst is Br.C(O)(=O)C.[OH-].[Na+]. The product is [Cl:1][C:2]1[CH:3]=[CH:4][C:5]([C:8]2([C:12]3[C:21]4[C:16](=[CH:17][CH:18]=[C:19]([N:22]5[CH2:15][CH2:14][NH:13][CH2:12][CH2:8]5)[CH:20]=4)[CH2:15][CH2:14][N:13]=3)[CH2:11][CH2:10][CH2:9]2)=[CH:6][CH:7]=1. The yield is 0.350. (2) The reactants are [N:1]([C:4]1[S:5][C:6]([CH3:15])=[C:7]([CH3:14])[C:8]=1[C:9]([O:11][CH2:12][CH3:13])=[O:10])=[C:2]=[S:3].[NH3:16]. The catalyst is ClCCl. The product is [CH3:14][C:7]1[C:8]([C:9]([O:11][CH2:12][CH3:13])=[O:10])=[C:4]([NH:1][C:2]([NH2:16])=[S:3])[S:5][C:6]=1[CH3:15]. The yield is 0.0300. (3) The reactants are [CH2:1]([N:8]1[CH2:13][CH2:12][N:11]([CH:14]([C:20](OCC)=[O:21])[C:15](OCC)=[O:16])[CH2:10][CH2:9]1)[C:2]1[CH:7]=[CH:6][CH:5]=[CH:4][CH:3]=1.[H-].[Li+].[Al+3].[H-].[H-].[H-].[OH-].[Na+]. The catalyst is C1COCC1. The product is [CH2:1]([N:8]1[CH2:9][CH2:10][N:11]([CH:14]([CH2:15][OH:16])[CH2:20][OH:21])[CH2:12][CH2:13]1)[C:2]1[CH:3]=[CH:4][CH:5]=[CH:6][CH:7]=1. The yield is 1.00. (4) The reactants are [Cl:1][C:2]1[CH:7]=[C:6]([F:8])[CH:5]=[CH:4][C:3]=1[N:9]1[C:17](=[O:18])[C:16]2[C@H:15]3[C:19]([CH3:21])([CH3:20])[C@:12]([CH3:22])([CH2:13][CH2:14]3)[C:11]=2[NH:10]1.[CH2:23](Br)[C:24]1[CH:29]=[CH:28][CH:27]=[CH:26][CH:25]=1. The catalyst is [I-].C([N+](CCCC)(CCCC)CCCC)CCC.CN(C)C=O. The product is [CH2:23]([N:10]1[C:11]2[C@:12]3([CH3:22])[C:19]([CH3:21])([CH3:20])[C@@H:15]([CH2:14][CH2:13]3)[C:16]=2[C:17](=[O:18])[N:9]1[C:3]1[CH:4]=[CH:5][C:6]([F:8])=[CH:7][C:2]=1[Cl:1])[C:24]1[CH:29]=[CH:28][CH:27]=[CH:26][CH:25]=1. The yield is 0.380.